Task: Predict the reactants needed to synthesize the given product.. Dataset: Full USPTO retrosynthesis dataset with 1.9M reactions from patents (1976-2016) Given the product [F:1][C:2]([F:19])([F:18])[C:3]1[CH:4]=[C:5]([C:9]2[CH:10]=[C:11]([C:12]([F:15])([F:14])[F:13])[N:22]3[N:23]=[CH:24][C:25]([C:26]4[CH:31]=[CH:30][N:29]=[C:28]([CH3:32])[CH:27]=4)=[C:21]3[N:20]=2)[CH:6]=[CH:7][CH:8]=1, predict the reactants needed to synthesize it. The reactants are: [F:1][C:2]([F:19])([F:18])[C:3]1[CH:4]=[C:5]([C:9](=O)[CH2:10][C:11](=O)[C:12]([F:15])([F:14])[F:13])[CH:6]=[CH:7][CH:8]=1.[NH2:20][C:21]1[C:25]([C:26]2[CH:31]=[CH:30][N:29]=[C:28]([CH3:32])[CH:27]=2)=[CH:24][NH:23][N:22]=1.